Dataset: Full USPTO retrosynthesis dataset with 1.9M reactions from patents (1976-2016). Task: Predict the reactants needed to synthesize the given product. (1) The reactants are: Br[CH2:2][C:3]1[N:8]=[C:7]([NH:9][C:10](=[O:15])[C:11]([CH3:14])([CH3:13])[CH3:12])[CH:6]=[CH:5][CH:4]=1.[C:16]1(=[O:26])[NH:20][C:19](=[O:21])[C:18]2=[CH:22][CH:23]=[CH:24][CH:25]=[C:17]12.[K]. Given the product [O:21]=[C:19]1[C:18]2[C:17](=[CH:25][CH:24]=[CH:23][CH:22]=2)[C:16](=[O:26])[N:20]1[CH2:2][C:3]1[N:8]=[C:7]([NH:9][C:10](=[O:15])[C:11]([CH3:14])([CH3:13])[CH3:12])[CH:6]=[CH:5][CH:4]=1, predict the reactants needed to synthesize it. (2) Given the product [CH3:28][C:8]1[CH:7]=[CH:6][C:5]([C:2]2[NH:3][CH:30]=[C:31]([C:33]3[CH:38]=[CH:37][CH:36]=[CH:35][CH:34]=3)[N:4]=2)=[CH:10][C:9]=1[NH:11][C:12](=[O:27])[C:13]1[CH:18]=[CH:17][C:16]([O:19][CH2:20][C:21]2[CH:26]=[CH:25][CH:24]=[CH:23][N:22]=2)=[CH:15][CH:14]=1, predict the reactants needed to synthesize it. The reactants are: Cl.[C:2]([C:5]1[CH:6]=[CH:7][C:8]([CH3:28])=[C:9]([NH:11][C:12](=[O:27])[C:13]2[CH:18]=[CH:17][C:16]([O:19][CH2:20][C:21]3[CH:26]=[CH:25][CH:24]=[CH:23][N:22]=3)=[CH:15][CH:14]=2)[CH:10]=1)(=[NH:4])[NH2:3].Br[CH2:30][C:31]([C:33]1[CH:38]=[CH:37][CH:36]=[CH:35][CH:34]=1)=O. (3) Given the product [Cl:1][C:2]1[CH:3]=[C:4]([C:9]2([C:26]([F:28])([F:29])[F:27])[O:13][N:12]=[C:11]([C:14]3[C:22]4[N:18]([CH:19]=[CH:20][CH:21]=4)[C:17]([C:23]([NH:30][CH2:31][C:32]4[CH:33]=[CH:34][C:35]5[CH2:39][O:38][B:37]([OH:40])[C:36]=5[CH:41]=4)=[O:25])=[CH:16][CH:15]=3)[CH2:10]2)[CH:5]=[C:6]([Cl:8])[CH:7]=1, predict the reactants needed to synthesize it. The reactants are: [Cl:1][C:2]1[CH:3]=[C:4]([C:9]2([C:26]([F:29])([F:28])[F:27])[O:13][N:12]=[C:11]([C:14]3[C:22]4[N:18]([CH:19]=[CH:20][CH:21]=4)[C:17]([C:23]([OH:25])=O)=[CH:16][CH:15]=3)[CH2:10]2)[CH:5]=[C:6]([Cl:8])[CH:7]=1.[NH2:30][CH2:31][C:32]1[CH:33]=[CH:34][C:35]2[CH2:39][O:38][B:37]([OH:40])[C:36]=2[CH:41]=1. (4) Given the product [CH2:1]([O:13][C:14]1[CH:21]=[CH:20][C:17]([CH2:18][Cl:19])=[CH:16][CH:15]=1)[CH2:2][CH2:3][CH2:4][CH2:5][CH2:6][CH2:7][CH2:8][CH2:9][CH3:10], predict the reactants needed to synthesize it. The reactants are: [CH2:1]([O:13][C:14]1[CH:21]=[CH:20][C:17]([CH2:18][Cl:19])=[CH:16][CH:15]=1)[CH2:2][CH2:3][CH2:4][CH2:5][CH2:6][CH2:7][CH2:8][CH2:9][CH2:10]CC.S(Cl)(Cl)=O.C(OC1C=CC(CO)=CC=1)CCCCCCCCC. (5) Given the product [CH3:6][O:5][C:4]1[CH:3]=[C:2]([CH:10]=[CH:9][C:7]=1[O:8][CH2:15][CH2:16][O:17][CH3:18])[C:1]([O:12][CH3:13])=[O:11], predict the reactants needed to synthesize it. The reactants are: [C:1]([O:12][CH3:13])(=[O:11])[C:2]1[CH:10]=[CH:9][C:7]([OH:8])=[C:4]([O:5][CH3:6])[CH:3]=1.Br[CH2:15][CH2:16][O:17][CH3:18].C([O-])([O-])=O.[K+].[K+]. (6) Given the product [Cl:25][C:15]1[CH:14]=[CH:13][C:12]2[C:17](=[CH:18][CH:19]=[C:10]([O:9][C@H:6]3[CH2:7][CH2:8][C@@H:3]([CH2:1][CH3:2])[CH2:4][CH2:5]3)[CH:11]=2)[N:16]=1, predict the reactants needed to synthesize it. The reactants are: [CH2:1]([C@@H:3]1[CH2:8][CH2:7][C@H:6]([O:9][C:10]2[CH:11]=[C:12]3[C:17](=[CH:18][CH:19]=2)[N+:16]([O-])=[CH:15][CH:14]=[CH:13]3)[CH2:5][CH2:4]1)[CH3:2].[OH-].[Na+].O=P(Cl)(Cl)[Cl:25].